Dataset: Forward reaction prediction with 1.9M reactions from USPTO patents (1976-2016). Task: Predict the product of the given reaction. (1) Given the reactants [Br:1][CH2:2][C:3](Br)=[O:4].[CH:6]1([C@H:9]([NH2:31])[C:10]([N:12]2[CH2:16][C:15]([C:17]3[CH:22]=[C:21]([F:23])[CH:20]=[CH:19][C:18]=3[F:24])=[CH:14][C@H:13]2[C:25]2[CH:30]=[CH:29][CH:28]=[CH:27][CH:26]=2)=[O:11])[CH2:8][CH2:7]1.C(N(CC)C(C)C)(C)C, predict the reaction product. The product is: [Br:1][CH2:2][C:3]([NH:31][C@@H:9]([CH:6]1[CH2:8][CH2:7]1)[C:10]([N:12]1[CH2:16][C:15]([C:17]2[CH:22]=[C:21]([F:23])[CH:20]=[CH:19][C:18]=2[F:24])=[CH:14][C@H:13]1[C:25]1[CH:30]=[CH:29][CH:28]=[CH:27][CH:26]=1)=[O:11])=[O:4]. (2) Given the reactants [F:1][C:2]1[CH:3]=[C:4](B2OC(C)(C)C(C)(C)O2)[C:5]([O:16][CH3:17])=[C:6]([CH2:8][CH2:9][CH2:10][C:11]([O:13][CH2:14][CH3:15])=[O:12])[CH:7]=1.Br[C:28]1[CH:29]=[N:30][C:31]([Cl:34])=[N:32][CH:33]=1.P([O-])([O-])([O-])=O.[K+].[K+].[K+], predict the reaction product. The product is: [Cl:34][C:31]1[N:32]=[CH:33][C:28]([C:4]2[C:5]([O:16][CH3:17])=[C:6]([CH2:8][CH2:9][CH2:10][C:11]([O:13][CH2:14][CH3:15])=[O:12])[CH:7]=[C:2]([F:1])[CH:3]=2)=[CH:29][N:30]=1.